The task is: Predict the reaction yield, written as a fraction of the theoretical maximum amount of product (1.0 means a 100% yield; for example, 0.34 means a 34% yield).. This data is from Reaction yield outcomes from USPTO patents with 853,638 reactions. The reactants are [NH:1]1[C:5]2=[N+:6]([O-])[CH:7]=[CH:8][CH:9]=[C:4]2[CH:3]=[CH:2]1.O=P(Cl)(Cl)[Cl:13]. No catalyst specified. The product is [Cl:13][C:9]1[CH:8]=[CH:7][N:6]=[C:5]2[NH:1][CH:2]=[CH:3][C:4]=12. The yield is 0.760.